From a dataset of Reaction yield outcomes from USPTO patents with 853,638 reactions. Predict the reaction yield, written as a fraction of the theoretical maximum amount of product (1.0 means a 100% yield; for example, 0.34 means a 34% yield). The reactants are [N:1]1[CH:6]=[CH:5][CH:4]=[CH:3][C:2]=1[S:7](Cl)(=[O:9])=[O:8].[C:11]([O:15][C:16](=[O:35])[NH:17][C@H:18]([C:23](=[O:34])[NH:24][C@H:25]1[CH2:31][CH2:30][C@@H:29]([CH3:32])[NH:28][CH2:27][C@@H:26]1[OH:33])[CH2:19][CH:20]([CH3:22])[CH3:21])([CH3:14])([CH3:13])[CH3:12].C(=O)(O)[O-].[Na+]. The catalyst is C(Cl)Cl.O.CCOC(C)=O. The product is [C:11]([O:15][C:16](=[O:35])[NH:17][C@H:18]([C:23](=[O:34])[NH:24][C@H:25]1[CH2:31][CH2:30][C@@H:29]([CH3:32])[NH:28][CH:27]([S:7]([C:2]2[CH:3]=[CH:4][CH:5]=[CH:6][N:1]=2)(=[O:9])=[O:8])[C@H:26]1[OH:33])[CH2:19][CH:20]([CH3:22])[CH3:21])([CH3:13])([CH3:14])[CH3:12]. The yield is 0.700.